From a dataset of Full USPTO retrosynthesis dataset with 1.9M reactions from patents (1976-2016). Predict the reactants needed to synthesize the given product. (1) Given the product [CH3:1][O:2][C:3]([C:5]1[C:6]([S:22][CH2:21][CH3:20])=[N:7][C:8]([Cl:12])=[N:9][C:10]=1[CH3:11])=[O:4], predict the reactants needed to synthesize it. The reactants are: [CH3:1][O:2][C:3]([C:5]1[C:6](Cl)=[N:7][C:8]([Cl:12])=[N:9][C:10]=1[CH3:11])=[O:4].C(=O)([O-])[O-].[K+].[K+].[CH3:20][CH2:21][SH:22]. (2) Given the product [NH2:1][C:4]1[CH:5]=[CH:6][C:7]2[C:16]3[C:11](=[C:12]4[CH:20]=[C:19]5[O:21][CH2:22][O:23][C:18]5=[CH:17][C:13]4=[N:14][CH:15]=3)[N:10]([CH2:24][CH2:25][N:26]([CH3:27])[CH3:28])[C:9](=[O:29])[C:8]=2[CH:30]=1, predict the reactants needed to synthesize it. The reactants are: [N+:1]([C:4]1[CH:5]=[CH:6][C:7]2[C:16]3[C:11](=[C:12]4[CH:20]=[C:19]5[O:21][CH2:22][O:23][C:18]5=[CH:17][C:13]4=[N:14][CH:15]=3)[N:10]([CH2:24][CH2:25][N:26]([CH3:28])[CH3:27])[C:9](=[O:29])[C:8]=2[CH:30]=1)([O-])=O.O.NN. (3) The reactants are: [CH2:1]([O:8][C:9]1[CH:17]=[CH:16][C:12]([C:13](O)=O)=[CH:11][CH:10]=1)[C:2]1[CH:7]=[CH:6][CH:5]=[CH:4][CH:3]=1.[NH2:18][C:19]1[N:23]([CH:24]2[CH2:29][CH2:28][CH2:27][N:26]([C:30]([O:32][C:33]([CH3:36])([CH3:35])[CH3:34])=[O:31])[CH2:25]2)[N:22]=C(C2C=CC(OC3C=CC=CC=3)=CC=2)[C:20]=1[C:50]#[N:51]. Given the product [NH2:18][C:19]1[N:23]([C@@H:24]2[CH2:29][CH2:28][CH2:27][N:26]([C:30]([O:32][C:33]([CH3:34])([CH3:36])[CH3:35])=[O:31])[CH2:25]2)[N:22]=[C:13]([C:12]2[CH:16]=[CH:17][C:9]([O:8][CH2:1][C:2]3[CH:7]=[CH:6][CH:5]=[CH:4][CH:3]=3)=[CH:10][CH:11]=2)[C:20]=1[C:50]#[N:51], predict the reactants needed to synthesize it. (4) Given the product [F:1][C:2]([F:8])([F:7])[S:3]([O-:6])(=[O:5])=[O:4].[C:20]([C:11]1[CH:12]=[C:13]([N+:16]([CH3:19])([CH3:18])[CH3:17])[CH:14]=[CH:15][C:10]=1[Cl:9])([OH:22])=[O:21], predict the reactants needed to synthesize it. The reactants are: [F:1][C:2]([F:8])([F:7])[S:3]([O-:6])(=[O:5])=[O:4].[Cl:9][C:10]1[CH:15]=[CH:14][C:13]([N+:16]([CH3:19])([CH3:18])[CH3:17])=[CH:12][C:11]=1[C:20]([O:22]C)=[O:21].FC(F)(F)C(O)=O. (5) Given the product [ClH:39].[NH2:25][C:21]1([C:18]2[CH:17]=[CH:16][C:15]([C:9]3[C:8]([C:33]4[CH:38]=[CH:37][CH:36]=[CH:35][CH:34]=4)=[CH:7][C:6]4[C:5]5=[N:4][N:3]=[C:2]([OH:1])[N:14]5[CH:13]=[CH:12][C:11]=4[N:10]=3)=[CH:20][CH:19]=2)[CH2:24][CH2:23][CH2:22]1, predict the reactants needed to synthesize it. The reactants are: [OH:1][C:2]1[N:14]2[C:5]([C:6]3[CH:7]=[C:8]([C:33]4[CH:38]=[CH:37][CH:36]=[CH:35][CH:34]=4)[C:9]([C:15]4[CH:20]=[CH:19][C:18]([C:21]5([NH:25]C(=O)OC(C)(C)C)[CH2:24][CH2:23][CH2:22]5)=[CH:17][CH:16]=4)=[N:10][C:11]=3[CH:12]=[CH:13]2)=[N:4][N:3]=1.[ClH:39].CCOC(C)=O. (6) Given the product [NH:16]1[CH2:19][CH2:18][C@H:17]1[CH2:20][O:21][C:22]1[CH:23]=[N:24][CH:25]=[C:26]([C:28]2[CH:33]=[CH:32][CH:31]=[C:30]([CH2:34][C@H:35]([O:43][CH3:44])[CH2:36][C:37]3[CH:42]=[CH:41][CH:40]=[CH:39][CH:38]=3)[CH:29]=2)[CH:27]=1, predict the reactants needed to synthesize it. The reactants are: FC(F)(F)C(O)=O.O.C(OC([N:16]1[CH2:19][CH2:18][C@@H:17]1[CH2:20][O:21][C:22]1[CH:23]=[N:24][CH:25]=[C:26]([C:28]2[CH:33]=[CH:32][CH:31]=[C:30]([CH2:34][C@@H:35]([O:43][CH3:44])[CH2:36][C:37]3[CH:42]=[CH:41][CH:40]=[CH:39][CH:38]=3)[CH:29]=2)[CH:27]=1)=O)(C)(C)C. (7) Given the product [CH3:25][O:26][C:27]1[CH:28]=[C:29]([CH:33]=[CH:34][C:35]=1[O:36][CH3:37])[C:30]([NH:24][C:11]1[S:12][C:13]([CH2:14][C:15]2[CH:20]=[CH:19][C:18]([N+:21]([O-:23])=[O:22])=[CH:17][CH:16]=2)=[C:9]([C:6]2[CH:7]=[CH:8][C:3]([O:2][CH3:1])=[CH:4][CH:5]=2)[N:10]=1)=[O:31], predict the reactants needed to synthesize it. The reactants are: [CH3:1][O:2][C:3]1[CH:8]=[CH:7][C:6]([C:9]2[N:10]=[C:11]([NH2:24])[S:12][C:13]=2[CH2:14][C:15]2[CH:20]=[CH:19][C:18]([N+:21]([O-:23])=[O:22])=[CH:17][CH:16]=2)=[CH:5][CH:4]=1.[CH3:25][O:26][C:27]1[CH:28]=[C:29]([CH:33]=[CH:34][C:35]=1[O:36][CH3:37])[C:30](Cl)=[O:31]. (8) Given the product [O:1]=[C:2]1[C@@H:8]2[C@@H:4]([CH2:5][CH2:6][N:7]2[C:28]([NH:27][C@H:22]2[CH2:23][CH2:24][CH2:25][CH2:26][NH:20][C:21]2=[O:38])=[O:29])[N:3]1[S:9]([OH:12])(=[O:11])=[O:10], predict the reactants needed to synthesize it. The reactants are: [O:1]=[C:2]1[C@@H:8]2[C@@H:4]([CH2:5][CH2:6][NH:7]2)[N:3]1[S:9]([OH:12])(=[O:11])=[O:10].C([N:20]1[CH2:26][CH2:25][CH2:24][CH2:23][C@H:22]([NH:27][C:28](ON2C(=O)CCC2=O)=[O:29])[C:21]1=[O:38])C1C=CC=CC=1.C(=O)(O)[O-].[Na+].